The task is: Regression. Given a peptide amino acid sequence and an MHC pseudo amino acid sequence, predict their binding affinity value. This is MHC class I binding data.. This data is from Peptide-MHC class I binding affinity with 185,985 pairs from IEDB/IMGT. (1) The peptide sequence is VYSFDESSF. The MHC is HLA-B15:09 with pseudo-sequence HLA-B15:09. The binding affinity (normalized) is 0.0847. (2) The peptide sequence is STFVSAARQG. The MHC is HLA-B40:01 with pseudo-sequence HLA-B40:01. The binding affinity (normalized) is 0.163. (3) The peptide sequence is WIKDIMTST. The MHC is HLA-A02:06 with pseudo-sequence HLA-A02:06. The binding affinity (normalized) is 0.546. (4) The peptide sequence is FLYALALLL. The MHC is HLA-B18:01 with pseudo-sequence HLA-B18:01. The binding affinity (normalized) is 0. (5) The peptide sequence is GLLGCIITSL. The MHC is HLA-A02:01 with pseudo-sequence HLA-A02:01. The binding affinity (normalized) is 0.752. (6) The peptide sequence is ASISLIDAL. The MHC is H-2-Db with pseudo-sequence H-2-Db. The binding affinity (normalized) is 0.633.